From a dataset of NCI-60 drug combinations with 297,098 pairs across 59 cell lines. Regression. Given two drug SMILES strings and cell line genomic features, predict the synergy score measuring deviation from expected non-interaction effect. Drug 1: CC1=C(C=C(C=C1)NC2=NC=CC(=N2)N(C)C3=CC4=NN(C(=C4C=C3)C)C)S(=O)(=O)N.Cl. Drug 2: C1CCC(C(C1)N)N.C(=O)(C(=O)[O-])[O-].[Pt+4]. Cell line: K-562. Synergy scores: CSS=25.5, Synergy_ZIP=7.55, Synergy_Bliss=8.14, Synergy_Loewe=8.11, Synergy_HSA=10.6.